From a dataset of Reaction yield outcomes from USPTO patents with 853,638 reactions. Predict the reaction yield, written as a fraction of the theoretical maximum amount of product (1.0 means a 100% yield; for example, 0.34 means a 34% yield). (1) The reactants are [CH3:1][NH:2][CH2:3][CH2:4][C:5]#[C:6][C:7]1[CH:12]=[CH:11][CH:10]=[CH:9][N:8]=1.[CH3:13][C:14]1[C:18]([S:19](Cl)(=[O:21])=[O:20])=[C:17]([CH3:23])[O:16][N:15]=1. No catalyst specified. The product is [CH3:1][N:2]([CH2:3][CH2:4][C:5]#[C:6][C:7]1[CH:12]=[CH:11][CH:10]=[CH:9][N:8]=1)[S:19]([C:18]1[C:14]([CH3:13])=[N:15][O:16][C:17]=1[CH3:23])(=[O:21])=[O:20]. The yield is 0.170. (2) The reactants are [CH3:1][O:2][C:3]1[CH:8]=[CH:7][CH:6]=[CH:5][C:4]=1[OH:9].F[C:11]1[CH:16]=[CH:15][C:14]([S:17]([CH3:20])(=[O:19])=[O:18])=[CH:13][C:12]=1[N+:21]([O-:23])=[O:22].[CH3:24][O:25][C:26]1[CH:43]=[CH:42][CH:41]=[CH:40][C:27]=1[O:28][C:29]1[CH:35]=[CH:34][C:33]([S:36]([CH3:39])(=[O:38])=[O:37])=[CH:32][C:30]=1[NH2:31].[NH2:44][C:45]1[S:46][CH:47]=[CH:48][N:49]=1. No catalyst specified. The product is [CH3:1][O:2][C:3]1[CH:8]=[CH:7][CH:6]=[CH:5][C:4]=1[O:9][C:11]1[CH:16]=[CH:15][C:14]([S:17]([CH3:20])(=[O:19])=[O:18])=[CH:13][C:12]=1[N+:21]([O-:23])=[O:22].[CH3:24][O:25][C:26]1[CH:43]=[CH:42][CH:41]=[CH:40][C:27]=1[O:28][C:29]1[CH:35]=[CH:34][C:33]([S:36]([CH3:39])(=[O:37])=[O:38])=[CH:32][C:30]=1[NH:31][C:4]([NH:44][C:45]1[S:46][CH:47]=[CH:48][N:49]=1)=[O:9]. The yield is 0.750. (3) The reactants are Br[C:2]1[CH:22]=[CH:21][C:5]([O:6][CH2:7][C@@H:8]2[CH2:13][CH2:12][C@H:11]([O:14][CH:15]3[CH2:20][CH2:19][CH2:18][CH2:17][O:16]3)[CH2:10][CH2:9]2)=[CH:4][CH:3]=1.[B:23]1([B:23]2[O:27][C:26]([CH3:29])([CH3:28])[C:25]([CH3:31])([CH3:30])[O:24]2)[O:27][C:26]([CH3:29])([CH3:28])[C:25]([CH3:31])([CH3:30])[O:24]1.C([O-])(=O)C.[K+]. The catalyst is O1CCOCC1.Cl[Pd]Cl.C1(P(C2C=CC=CC=2)[C-]2C=CC=C2)C=CC=CC=1.[C-]1(P(C2C=CC=CC=2)C2C=CC=CC=2)C=CC=C1.[Fe+2]. The product is [CH3:30][C:25]1([CH3:31])[C:26]([CH3:29])([CH3:28])[O:27][B:23]([C:2]2[CH:22]=[CH:21][C:5]([O:6][CH2:7][C@@H:8]3[CH2:13][CH2:12][C@H:11]([O:14][CH:15]4[CH2:20][CH2:19][CH2:18][CH2:17][O:16]4)[CH2:10][CH2:9]3)=[CH:4][CH:3]=2)[O:24]1. The yield is 0.560. (4) The reactants are [CH2:1]([N:8]1[C:16]2[CH:15]=CC=[C:12]([C:17]([O-])=O)[C:11]=2[C:10]([CH2:20][CH2:21]N[C@H]2C3CCN(CC3)C2)=[N:9]1)[C:2]1[CH:7]=[CH:6][CH:5]=[CH:4][CH:3]=1.[Li+].[CH:32]([N:35]([CH2:39][CH3:40])[CH:36]([CH3:38])C)([CH3:34])C.[CH3:41]CCP1(OP(CCC)(=O)OP(CCC)(=O)O1)=O.C(=O)(O)[O-].[Na+].[CH3:64][N:65]([CH:67]=[O:68])C. The catalyst is [Cl-].[Na+].O. The product is [CH2:1]([N:8]1[C:16]2=[CH:15][CH:64]=[N:65][C:67](=[O:68])[C:12]3=[C:11]2[C:10]([CH2:20][CH2:21][C@H:17]3[CH:40]2[CH:41]3[CH2:34][CH2:32][N:35]([CH2:36][CH2:38]3)[CH2:39]2)=[N:9]1)[C:2]1[CH:3]=[CH:4][CH:5]=[CH:6][CH:7]=1. The yield is 0.660.